This data is from Catalyst prediction with 721,799 reactions and 888 catalyst types from USPTO. The task is: Predict which catalyst facilitates the given reaction. (1) Reactant: Br[C:2]1[CH:3]=[C:4]([NH:8][C:9](=[O:15])[O:10][C:11]([CH3:14])([CH3:13])[CH3:12])[CH:5]=[N:6][CH:7]=1.[B:16]1([B:16]2[O:20][C:19]([CH3:22])([CH3:21])[C:18]([CH3:24])([CH3:23])[O:17]2)[O:20][C:19]([CH3:22])([CH3:21])[C:18]([CH3:24])([CH3:23])[O:17]1.C([O-])(=O)C.[K+]. Product: [CH3:23][C:18]1([CH3:24])[C:19]([CH3:22])([CH3:21])[O:20][B:16]([C:2]2[CH:3]=[C:4]([NH:8][C:9](=[O:15])[O:10][C:11]([CH3:14])([CH3:13])[CH3:12])[CH:5]=[N:6][CH:7]=2)[O:17]1. The catalyst class is: 12. (2) Reactant: [CH:1]12[CH:6]([C:7]([O:9]CC)=[O:8])[CH:5]1[CH2:4][CH2:3][O:2]2.[Li+].[OH-]. Product: [CH:1]12[CH:6]([C:7]([OH:9])=[O:8])[CH:5]1[CH2:4][CH2:3][O:2]2. The catalyst class is: 200. (3) Reactant: Cl.[C:2]1([C:8]2[CH:9]=[C:10]3[C:14](=[C:15]([C:17]([NH2:19])=[O:18])[CH:16]=2)[NH:13][N:12]=[C:11]3[CH:20]2[CH2:25][CH2:24][NH:23][CH2:22][CH2:21]2)[CH:7]=[CH:6][CH:5]=[CH:4][CH:3]=1.C(N(C(C)C)CC)(C)C.[CH3:35][N:36]1[CH:40]=[C:39]([S:41](Cl)(=[O:43])=[O:42])[N:38]=[C:37]1[CH3:45]. Product: [CH3:35][N:36]1[CH:40]=[C:39]([S:41]([N:23]2[CH2:24][CH2:25][CH:20]([C:11]3[C:10]4[C:14](=[C:15]([C:17]([NH2:19])=[O:18])[CH:16]=[C:8]([C:2]5[CH:3]=[CH:4][CH:5]=[CH:6][CH:7]=5)[CH:9]=4)[NH:13][N:12]=3)[CH2:21][CH2:22]2)(=[O:43])=[O:42])[N:38]=[C:37]1[CH3:45]. The catalyst class is: 239. (4) Reactant: [CH3:1][C:2]1[CH:3]=[C:4]([C:9]2[N:13]([CH3:14])[N:12]=[C:11]([C:15](=O)[CH3:16])[C:10]=2[OH:18])[CH:5]=[CH:6][C:7]=1[CH3:8].[NH:19]([C:21]([NH:23][C:24]1[CH:32]=[CH:31][C:27]([C:28]([OH:30])=[O:29])=[CH:26][CH:25]=1)=[S:22])[NH2:20].CN(C)C=O. Product: [CH3:1][C:2]1[CH:3]=[C:4]([C:9]2[N:13]([CH3:14])[N:12]=[C:11]([C:15](=[N:20][NH:19][C:21]([NH:23][C:24]3[CH:32]=[CH:31][C:27]([C:28]([OH:30])=[O:29])=[CH:26][CH:25]=3)=[S:22])[CH3:16])[C:10]=2[OH:18])[CH:5]=[CH:6][C:7]=1[CH3:8]. The catalyst class is: 126. (5) Reactant: [H-].[Na+].[C:3]([NH:22][C:23]1[N:28]=[CH:27][C:26]([CH2:29][OH:30])=[CH:25][CH:24]=1)([C:16]1[CH:21]=[CH:20][CH:19]=[CH:18][CH:17]=1)([C:10]1[CH:15]=[CH:14][CH:13]=[CH:12][CH:11]=1)[C:4]1[CH:9]=[CH:8][CH:7]=[CH:6][CH:5]=1.I[CH3:32]. Product: [CH3:32][O:30][CH2:29][C:26]1[CH:25]=[CH:24][C:23]([NH:22][C:3]([C:10]2[CH:11]=[CH:12][CH:13]=[CH:14][CH:15]=2)([C:4]2[CH:9]=[CH:8][CH:7]=[CH:6][CH:5]=2)[C:16]2[CH:21]=[CH:20][CH:19]=[CH:18][CH:17]=2)=[N:28][CH:27]=1. The catalyst class is: 118. (6) Reactant: C(N(CC)C(C)C)(C)C.CN(C(ON1N=NC2C=CC=NC1=2)=[N+](C)C)C.F[P-](F)(F)(F)(F)F.[CH3:34][C:35]1([CH3:45])[CH2:40][NH:39][CH:38]([C:41]([OH:44])([CH3:43])[CH3:42])[CH2:37][O:36]1.[Cl:46][C:47]1[CH:52]=[CH:51][N:50]=[C:49]([CH2:53][NH:54][C:55]2[O:56][C:57]3[C:63]([O:64][CH3:65])=[CH:62][C:61]([C:66](O)=[O:67])=[CH:60][C:58]=3[N:59]=2)[CH:48]=1. Product: [Cl:46][C:47]1[CH:52]=[CH:51][N:50]=[C:49]([CH2:53][NH:54][C:55]2[O:56][C:57]3[C:63]([O:64][CH3:65])=[CH:62][C:61]([C:66]([N:39]4[CH:38]([C:41]([OH:44])([CH3:43])[CH3:42])[CH2:37][O:36][C:35]([CH3:45])([CH3:34])[CH2:40]4)=[O:67])=[CH:60][C:58]=3[N:59]=2)[CH:48]=1. The catalyst class is: 9. (7) Reactant: C(=O)([O-])[O-].[K+].[K+].Br[CH2:8][CH3:9].[F:10][C:11]1[C:16]([OH:17])=[CH:15][N:14]=[C:13]2[N:18]([Si](C(C)C)(C(C)C)C(C)C)[CH:19]=[CH:20][C:12]=12.O.C(#N)C. Product: [CH2:8]([O:17][C:16]1[C:11]([F:10])=[C:12]2[CH:20]=[CH:19][NH:18][C:13]2=[N:14][CH:15]=1)[CH3:9]. The catalyst class is: 3.